Dataset: Reaction yield outcomes from USPTO patents with 853,638 reactions. Task: Predict the reaction yield, written as a fraction of the theoretical maximum amount of product (1.0 means a 100% yield; for example, 0.34 means a 34% yield). (1) The reactants are [C:1]([O:5][C:6]([N:8]1[CH2:13][CH2:12][CH2:11][CH2:10][CH:9]1[CH2:14][CH2:15][CH2:16][OH:17])=[O:7])([CH3:4])([CH3:3])[CH3:2].C[N+]1([O-])CCOCC1. The product is [C:1]([O:5][C:6]([N:8]1[CH2:13][CH2:12][CH2:11][CH2:10][CH:9]1[CH2:14][CH2:15][CH:16]=[O:17])=[O:7])([CH3:4])([CH3:3])[CH3:2]. The catalyst is C(Cl)Cl.[Ru]([O-])(=O)(=O)=O.C([N+](CCC)(CCC)CCC)CC. The yield is 0.860. (2) The catalyst is COCCOC. The reactants are Br[C:2]1[CH:3]=[N:4][N:5]([CH2:9][O:10][CH2:11][CH2:12][Si:13]([CH3:16])([CH3:15])[CH3:14])[C:6]=1[CH:7]=[O:8].CC1(C)C(C)(C)[O:21][B:20](B2OC(C)(C)C(C)(C)O2)[O:19]1.C([O-])(=O)C.[K+]. The product is [CH:7]([C:6]1[N:5]([CH2:9][O:10][CH2:11][CH2:12][Si:13]([CH3:16])([CH3:15])[CH3:14])[N:4]=[CH:3][C:2]=1[B:20]([OH:21])[OH:19])=[O:8]. The yield is 0.250.